The task is: Predict the reaction yield, written as a fraction of the theoretical maximum amount of product (1.0 means a 100% yield; for example, 0.34 means a 34% yield).. This data is from Buchwald-Hartwig C-N cross coupling reaction yields with 55,370 reactions. (1) The reactants are Brc1cccnc1.Cc1ccc(N)cc1.O=S(=O)(O[Pd]1c2ccccc2-c2ccccc2N~1)C(F)(F)F.COc1ccc(OC)c(P([C@]23C[C@H]4C[C@H](C[C@H](C4)C2)C3)[C@]23C[C@H]4C[C@H](C[C@H](C4)C2)C3)c1-c1c(C(C)C)cc(C(C)C)cc1C(C)C.CCN=P(N=P(N(C)C)(N(C)C)N(C)C)(N(C)C)N(C)C.Cc1cc(C)on1. No catalyst specified. The product is Cc1ccc(Nc2cccnc2)cc1. The yield is 0.315. (2) The reactants are CCc1ccc(Br)cc1.Cc1ccc(N)cc1.O=S(=O)(O[Pd]1c2ccccc2-c2ccccc2N~1)C(F)(F)F.CC(C)c1cc(C(C)C)c(-c2ccccc2P(C2CCCCC2)C2CCCCC2)c(C(C)C)c1.CN1CCCN2CCCN=C12.CCOC(=O)c1cc(C)no1. No catalyst specified. The product is CCc1ccc(Nc2ccc(C)cc2)cc1. The yield is 0.359. (3) The reactants are COc1ccc(Cl)cc1.Cc1ccc(N)cc1.O=S(=O)(O[Pd]1c2ccccc2-c2ccccc2N~1)C(F)(F)F.CC(C)c1cc(C(C)C)c(-c2ccccc2P(C2CCCCC2)C2CCCCC2)c(C(C)C)c1.CN(C)C(=NC(C)(C)C)N(C)C.c1ccc(CN(Cc2ccccc2)c2ccno2)cc1. No catalyst specified. The product is COc1ccc(Nc2ccc(C)cc2)cc1. The yield is 0. (4) The reactants are FC(F)(F)c1ccc(Cl)cc1.Cc1ccc(N)cc1.O=S(=O)(O[Pd]1c2ccccc2-c2ccccc2N~1)C(F)(F)F.COc1ccc(OC)c(P(C(C)(C)C)C(C)(C)C)c1-c1c(C(C)C)cc(C(C)C)cc1C(C)C.CN(C)C(=NC(C)(C)C)N(C)C.COC(=O)c1cc(-c2ccco2)on1. No catalyst specified. The product is Cc1ccc(Nc2ccc(C(F)(F)F)cc2)cc1. The yield is 0.0527. (5) The reactants are COc1ccc(Br)cc1.Cc1ccc(N)cc1.O=S(=O)(O[Pd]1c2ccccc2-c2ccccc2N~1)C(F)(F)F.CC(C)c1cc(C(C)C)c(-c2ccccc2P(C(C)(C)C)C(C)(C)C)c(C(C)C)c1.CCN=P(N=P(N(C)C)(N(C)C)N(C)C)(N(C)C)N(C)C.c1ccc2oncc2c1. No catalyst specified. The product is COc1ccc(Nc2ccc(C)cc2)cc1. The yield is 0.274.